Dataset: Catalyst prediction with 721,799 reactions and 888 catalyst types from USPTO. Task: Predict which catalyst facilitates the given reaction. (1) Reactant: [F:1][CH:2]([F:12])[O:3][C:4]1[CH:9]=[C:8]([CH2:10]O)[CH:7]=[CH:6][N:5]=1.C(Br)(Br)(Br)[Br:14].C1C=CC(P(C2C=CC=CC=2)C2C=CC=CC=2)=CC=1. Product: [Br:14][CH2:10][C:8]1[CH:7]=[CH:6][N:5]=[C:4]([O:3][CH:2]([F:12])[F:1])[CH:9]=1. The catalyst class is: 2. (2) Reactant: [NH:1]1[C:9]2[C:4](=[CH:5][C:6]([C:10]3[CH:11]=[C:12]([CH:26]=[CH:27][CH:28]=3)[CH2:13][O:14][C:15]3[CH:20]=[CH:19][C:18]([CH2:21][CH2:22][C:23]([OH:25])=[O:24])=[CH:17][CH:16]=3)=[CH:7][CH:8]=2)[CH:3]=[CH:2]1.O1CCC[CH2:30]1. Product: [NH:1]1[C:9]2[C:4](=[CH:5][C:6]([C:10]3[CH:11]=[C:12]([CH:26]=[CH:27][CH:28]=3)[CH2:13][O:14][C:15]3[CH:20]=[CH:19][C:18]([CH2:21][CH2:22][C:23]([O:25][CH3:30])=[O:24])=[CH:17][CH:16]=3)=[CH:7][CH:8]=2)[CH:3]=[CH:2]1. The catalyst class is: 13. (3) Reactant: [CH2:1]([NH:3][C:4]([NH:6][C:7]1[CH:12]=[CH:11][C:10]([C:13]2[N:14]=[C:15]([N:30]3[CH2:35][CH2:34][O:33][CH2:32][C@@H:31]3[CH3:36])[C:16]3[CH2:22][CH2:21][N:20]([C:23]([C:25]4([CH3:29])[CH2:28][O:27][CH2:26]4)=O)[CH2:19][C:17]=3[N:18]=2)=[CH:9][CH:8]=1)=[O:5])[CH3:2].B.C([O-])(O)=O.[Na+].OO. Product: [CH2:1]([NH:3][C:4]([NH:6][C:7]1[CH:8]=[CH:9][C:10]([C:13]2[N:14]=[C:15]([N:30]3[CH2:35][CH2:34][O:33][CH2:32][C@@H:31]3[CH3:36])[C:16]3[CH2:22][CH2:21][N:20]([CH2:23][C:25]([CH3:29])([CH3:28])[CH2:26][OH:27])[CH2:19][C:17]=3[N:18]=2)=[CH:11][CH:12]=1)=[O:5])[CH3:2]. The catalyst class is: 821. (4) Reactant: [CH3:1][N:2]1[CH:17]([CH3:18])[C:5]2[CH2:6][N:7](C(OC(C)(C)C)=O)[CH2:8][CH2:9][C:4]=2[NH:3]1.[ClH:19]. Product: [ClH:19].[CH3:1][N:2]1[C:17]([CH3:18])=[C:5]2[CH2:6][NH:7][CH2:8][CH2:9][C:4]2=[N:3]1. The catalyst class is: 191. (5) Reactant: C(OC[N:10]1[C:18]2[C:17]([O:19]C(C)(C)C)=[N:16][CH:15]=[N:14][C:13]=2[C:12]([CH2:24][NH:25][C:26]([CH2:31][S:32][CH3:33])([CH2:29][OH:30])[CH2:27][OH:28])=[CH:11]1)C1C=CC=CC=1.Cl. Product: [OH:28][CH2:27][C:26]([NH:25][CH2:24][C:12]1[C:13]2[N:14]=[CH:15][NH:16][C:17](=[O:19])[C:18]=2[NH:10][CH:11]=1)([CH2:31][S:32][CH3:33])[CH2:29][OH:30]. The catalyst class is: 5. (6) Reactant: [O:1]1[CH:5]=[CH:4][N:3]=[C:2]1[C:6]1[CH:11]=[CH:10][C:9]([N:12]2[CH2:17][CH2:16][CH2:15][CH:14]([NH:18][C@@H:19]3[CH2:24][CH2:23][CH2:22][CH2:21][C@H:20]3[NH:25]C(=O)OC(C)(C)C)[CH2:13]2)=[CH:8][CH:7]=1.O1C=CN=C1C1C=CC(N2CCCC2CN[C@@H]2CCCC[C@H]2NC(=O)OC(C)(C)C)=CC=1.FC(F)(F)C(O)=O. Product: [O:1]1[CH:5]=[CH:4][N:3]=[C:2]1[C:6]1[CH:11]=[CH:10][C:9]([N:12]2[CH2:17][CH2:16][CH2:15][CH:14]([NH:18][C@@H:19]3[CH2:24][CH2:23][CH2:22][CH2:21][C@H:20]3[NH2:25])[CH2:13]2)=[CH:8][CH:7]=1. The catalyst class is: 2. (7) Product: [F:40][C:16]1[CH:15]=[C:14]([N:10]2[CH2:9][CH:8]([CH2:7][OH:6])[O:12][C:11]2=[O:13])[CH:19]=[CH:18][C:17]=1[C:20]1[CH:25]=[CH:24][C:23]([CH2:26][O:27][CH:28]2[CH2:33][O:32][C:31]3=[N:34][C:35]([N+:37]([O-:39])=[O:38])=[CH:36][N:30]3[CH2:29]2)=[CH:22][N:21]=1. The catalyst class is: 339. Reactant: C([SiH2][O:6][C:7](C)(C)[CH:8]1[O:12][C:11](=[O:13])[N:10]([C:14]2[CH:19]=[CH:18][C:17]([C:20]3[CH:25]=[CH:24][C:23]([CH2:26][O:27][CH:28]4[CH2:33][O:32][C:31]5=[N:34][C:35]([N+:37]([O-:39])=[O:38])=[CH:36][N:30]5[CH2:29]4)=[CH:22][N:21]=3)=[C:16]([F:40])[CH:15]=2)[CH2:9]1)(C)(C)C.BrC1N=CC(COC2COC3=NC([N+]([O-])=O)=CN3C2)=CC=1.C([SiH2]OC(C)(C)C1OC(=O)N(C2C=CC(B3OC(C)(C)C(C)(C)O3)=C(F)C=2)C1)(C)(C)C.C([O-])([O-])=O.[K+].[K+].